Dataset: Forward reaction prediction with 1.9M reactions from USPTO patents (1976-2016). Task: Predict the product of the given reaction. (1) Given the reactants [N:1]1([CH2:7][CH2:8][CH2:9][O:10][C:11]2[C:20]3[C:15](=[CH:16][CH:17]=[CH:18][CH:19]=3)[C:14]([N:21]3[CH2:26][CH2:25][NH:24][CH2:23][CH2:22]3)=[CH:13][CH:12]=2)[CH2:6][CH2:5][CH2:4][CH2:3][CH2:2]1.[C:27]([C:29]1[CH:37]=[CH:36][C:32]([C:33](O)=[O:34])=[CH:31][CH:30]=1)#[N:28], predict the reaction product. The product is: [N:1]1([CH2:7][CH2:8][CH2:9][O:10][C:11]2[C:20]3[C:15](=[CH:16][CH:17]=[CH:18][CH:19]=3)[C:14]([N:21]3[CH2:22][CH2:23][N:24]([C:33]([C:32]4[CH:36]=[CH:37][C:29]([C:27]#[N:28])=[CH:30][CH:31]=4)=[O:34])[CH2:25][CH2:26]3)=[CH:13][CH:12]=2)[CH2:6][CH2:5][CH2:4][CH2:3][CH2:2]1. (2) Given the reactants [CH3:1][O:2][C:3](=[O:22])[C:4]1[CH:9]=[CH:8][C:7]([CH2:10][NH:11][C@H:12]2[CH2:17][CH2:16][C@H:15]([C:18]([CH3:21])([CH3:20])[CH3:19])[CH2:14][CH2:13]2)=[CH:6][CH:5]=1.[C:23]([O:27][C:28](O[C:28]([O:27][C:23]([CH3:26])([CH3:25])[CH3:24])=[O:29])=[O:29])([CH3:26])([CH3:25])[CH3:24].C(N(C(C)C)CC)(C)C, predict the reaction product. The product is: [CH3:1][O:2][C:3](=[O:22])[C:4]1[CH:9]=[CH:8][C:7]([CH2:10][N:11]([C:28]([O:27][C:23]([CH3:26])([CH3:25])[CH3:24])=[O:29])[C@H:12]2[CH2:17][CH2:16][C@H:15]([C:18]([CH3:19])([CH3:21])[CH3:20])[CH2:14][CH2:13]2)=[CH:6][CH:5]=1. (3) Given the reactants [N:1]1[CH:2]=[CH:3][N:4]2[CH:9]=[C:8]([CH2:10][C:11]3[N:15]4[N:16]=[C:17](NCCO)[CH:18]=[CH:19][C:14]4=[N:13][CH:12]=3)[CH:7]=[CH:6][C:5]=12.[CH3:24][N:25]([CH3:31])[C@@H:26]1[CH2:30][CH2:29][NH:28][CH2:27]1, predict the reaction product. The product is: [N:1]1[CH:2]=[CH:3][N:4]2[CH:9]=[C:8]([CH2:10][C:11]3[N:15]4[N:16]=[C:17]([N:28]5[CH2:29][CH2:30][C@@H:26]([N:25]([CH3:31])[CH3:24])[CH2:27]5)[CH:18]=[CH:19][C:14]4=[N:13][CH:12]=3)[CH:7]=[CH:6][C:5]=12. (4) Given the reactants [Cl:1][C:2]1[CH:3]=[C:4]([C:10]2([C:26]([F:29])([F:28])[F:27])[O:14][N:13]=[C:12]([C:15]3[S:19][C:18]([C:20](O)=[O:21])=[C:17]4[CH2:23][CH2:24][CH2:25][C:16]=34)[CH2:11]2)[CH:5]=[C:6]([Cl:9])[C:7]=1[F:8].C(N(CC)C(C)C)(C)C.Cl.[NH2:40][CH2:41][C:42]([NH:44][CH2:45][CH:46]([F:48])[F:47])=[O:43].CN(C(ON1N=NC2C=CC=NC1=2)=[N+](C)C)C.F[P-](F)(F)(F)(F)F, predict the reaction product. The product is: [F:47][CH:46]([F:48])[CH2:45][NH:44][C:42]([CH2:41][NH:40][C:20]([C:18]1[S:19][C:15]([C:12]2[CH2:11][C:10]([C:4]3[CH:5]=[C:6]([Cl:9])[C:7]([F:8])=[C:2]([Cl:1])[CH:3]=3)([C:26]([F:29])([F:27])[F:28])[O:14][N:13]=2)=[C:16]2[CH2:25][CH2:24][CH2:23][C:17]=12)=[O:21])=[O:43].